Dataset: Forward reaction prediction with 1.9M reactions from USPTO patents (1976-2016). Task: Predict the product of the given reaction. (1) Given the reactants [NH2:1][C:2]1[C:7]2[C:8](=[O:20])[N:9]([C:13]3[CH:18]=[CH:17][C:16](Br)=[CH:15][CH:14]=3)[CH2:10][CH2:11][O:12][C:6]=2[N:5]=[C:4]([CH3:21])[N:3]=1.[Cl:22][C:23]1[CH:24]=[C:25]([CH:32]=[CH:33][C:34]=1B1OC(C)(C)C(C)(C)O1)[CH2:26][NH:27][S:28]([CH3:31])(=[O:30])=[O:29], predict the reaction product. The product is: [NH2:1][C:2]1[C:7]2[C:8](=[O:20])[N:9]([C:13]3[CH:18]=[CH:17][C:16]([C:34]4[CH:33]=[CH:32][C:25]([CH2:26][NH:27][S:28]([CH3:31])(=[O:30])=[O:29])=[CH:24][C:23]=4[Cl:22])=[CH:15][CH:14]=3)[CH2:10][CH2:11][O:12][C:6]=2[N:5]=[C:4]([CH3:21])[N:3]=1. (2) The product is: [N:19]1[C:3]([C:5]2[CH:12]=[CH:11][C:8]([CH:9]=[O:10])=[CH:7][CH:6]=2)=[CH:2][N:13]2[CH:18]=[CH:17][CH:16]=[N:15][C:14]=12. Given the reactants Br[CH2:2][C:3]([C:5]1[CH:12]=[CH:11][C:8]([CH:9]=[O:10])=[CH:7][CH:6]=1)=O.[N:13]1[CH:18]=[CH:17][CH:16]=[N:15][C:14]=1[NH2:19], predict the reaction product. (3) Given the reactants CO[C:3](=[O:23])[CH:4]=[C:5]([CH2:14][O:15]CC1C=CC=CC=1)[CH2:6][CH2:7][C:8]1[CH:13]=[CH:12][CH:11]=[CH:10][CH:9]=1, predict the reaction product. The product is: [CH2:6]([CH:5]1[CH2:14][O:15][C:3](=[O:23])[CH2:4]1)[CH2:7][C:8]1[CH:9]=[CH:10][CH:11]=[CH:12][CH:13]=1.